Dataset: Reaction yield outcomes from USPTO patents with 853,638 reactions. Task: Predict the reaction yield, written as a fraction of the theoretical maximum amount of product (1.0 means a 100% yield; for example, 0.34 means a 34% yield). (1) The reactants are C(Cl)Cl.[OH:4][CH2:5][C:6](=[O:8])[CH3:7].CCN(CC)CC.[CH3:16][C:17]([Si:20](Cl)([CH3:22])[CH3:21])([CH3:19])[CH3:18]. The catalyst is CN(C1C=CN=CC=1)C.O. The product is [Si:20]([O:4][CH2:5][C:6](=[O:8])[CH3:7])([C:17]([CH3:19])([CH3:18])[CH3:16])([CH3:22])[CH3:21]. The yield is 0.750. (2) The reactants are [F:1][C:2]1[C:3]([CH:9]=[O:10])=[N:4][CH:5]=[CH:6][C:7]=1[CH3:8].[BH4-].[Na+]. The catalyst is CO. The product is [F:1][C:2]1[C:3]([CH2:9][OH:10])=[N:4][CH:5]=[CH:6][C:7]=1[CH3:8]. The yield is 0.790.